Dataset: Forward reaction prediction with 1.9M reactions from USPTO patents (1976-2016). Task: Predict the product of the given reaction. (1) Given the reactants [H-].[Al+3].[Li+].[H-].[H-].[H-].C([O:10][C:11](=O)[CH2:12][C@H:13]([CH:22]1[CH2:27][CH2:26][N:25]([S:28]([CH3:31])(=[O:30])=[O:29])[CH2:24][CH2:23]1)[C:14]1[CH:19]=[C:18]([F:20])[CH:17]=[C:16]([F:21])[CH:15]=1)(C)C.[OH-].[Na+], predict the reaction product. The product is: [CH3:31][S:28]([N:25]1[CH2:24][CH2:23][CH:22]([C@H:13]([C:14]2[CH:19]=[C:18]([F:20])[CH:17]=[C:16]([F:21])[CH:15]=2)[CH2:12][CH2:11][OH:10])[CH2:27][CH2:26]1)(=[O:29])=[O:30]. (2) Given the reactants C1(C)C=CC=CC=1.FC(F)(F)S(O[C:14]1[C:23]2[C:18](=[CH:19][CH:20]=[C:21]([C:24]([O:26][CH2:27][CH2:28][Si:29]([CH3:32])([CH3:31])[CH3:30])=[O:25])[CH:22]=2)[CH:17]=[N:16][CH:15]=1)(=O)=O.CC1(C)C(C)(C)OB([C:43]2[CH:58]=[CH:57][C:46]([O:47][CH2:48][CH2:49][O:50][CH:51]3[CH2:56][CH2:55][O:54][CH2:53][CH2:52]3)=[CH:45][CH:44]=2)O1.C(=O)([O-])[O-].[K+].[K+], predict the reaction product. The product is: [O:54]1[CH2:53][CH2:52][CH:51]([O:50][CH2:49][CH2:48][O:47][C:46]2[CH:57]=[CH:58][C:43]([C:17]3[C:18]4[C:23](=[CH:22][C:21]([C:24]([O:26][CH2:27][CH2:28][Si:29]([CH3:32])([CH3:31])[CH3:30])=[O:25])=[CH:20][CH:19]=4)[CH:14]=[CH:15][N:16]=3)=[CH:44][CH:45]=2)[CH2:56][CH2:55]1. (3) The product is: [Br:1][C:2]1[CH:3]=[CH:4][C:5]([C:8]2[C:12]([C:13]3[CH:18]=[CH:17][CH:16]=[CH:15][CH:14]=3)=[C:11]([CH3:20])[O:10][N:9]=2)=[CH:6][CH:7]=1. Given the reactants [Br:1][C:2]1[CH:7]=[CH:6][C:5]([C:8]2[CH:12]([C:13]3[CH:18]=[CH:17][CH:16]=[CH:15][CH:14]=3)[C:11]([CH3:20])(O)[O:10][N:9]=2)=[CH:4][CH:3]=1.BrC1C=CC(C2C(C3C=CC(SC)=C(F)C=3)C(C)(O)ON=2)=CC=1, predict the reaction product.